Dataset: Reaction yield outcomes from USPTO patents with 853,638 reactions. Task: Predict the reaction yield, written as a fraction of the theoretical maximum amount of product (1.0 means a 100% yield; for example, 0.34 means a 34% yield). (1) The reactants are F[C:2]1[CH:7]=[CH:6][C:5]([N+:8]([O-:10])=[O:9])=[CH:4][CH:3]=1.[C:11]([O:15][C:16]([N:18]1[CH2:23][CH2:22][NH:21][CH2:20][CH2:19]1)=[O:17])([CH3:14])([CH3:13])[CH3:12].C(N(CC)C(C)C)(C)C.CCOCC. The yield is 0.770. The catalyst is C(OCC)(=O)C. The product is [C:11]([O:15][C:16]([N:18]1[CH2:23][CH2:22][N:21]([C:2]2[CH:7]=[CH:6][C:5]([N+:8]([O-:10])=[O:9])=[CH:4][CH:3]=2)[CH2:20][CH2:19]1)=[O:17])([CH3:14])([CH3:12])[CH3:13]. (2) The reactants are [Cl:1][C:2]1[CH:3]=[C:4]([CH:7]=[CH:8][C:9]=1[O:10][CH2:11][CH2:12][CH2:13][F:14])[CH:5]=[O:6].[BH4-].[Na+].O. The catalyst is C(O)C. The product is [Cl:1][C:2]1[CH:3]=[C:4]([CH2:5][OH:6])[CH:7]=[CH:8][C:9]=1[O:10][CH2:11][CH2:12][CH2:13][F:14]. The yield is 0.915. (3) The reactants are [NH2:1][C:2]1[CH:3]=[C:4]([CH:10]=[CH:11][CH:12]=1)[C:5]([O:7][CH2:8][CH3:9])=[O:6].[F:13][C:14]([F:27])([O:18][C:19]1[CH:20]=[C:21]([CH:24]=[CH:25][CH:26]=1)[CH:22]=O)[CH:15]([F:17])[F:16].C(O)(=O)C.[BH-](OC(C)=O)(OC(C)=O)OC(C)=O.[Na+]. The catalyst is ClC(Cl)C. The product is [F:13][C:14]([F:27])([O:18][C:19]1[CH:20]=[C:21]([CH2:22][NH:1][C:2]2[CH:3]=[C:4]([CH:10]=[CH:11][CH:12]=2)[C:5]([O:7][CH2:8][CH3:9])=[O:6])[CH:24]=[CH:25][CH:26]=1)[CH:15]([F:16])[F:17]. The yield is 0.980. (4) The reactants are [CH2:1]([O:8][C:9]([N:11]1[CH2:16][CH2:15][CH:14]([C:17](=O)[CH2:18][C:19]([C:21]2[CH:26]=[CH:25][C:24]([CH3:27])=[CH:23][CH:22]=2)=O)[CH2:13][CH2:12]1)=[O:10])[C:2]1[CH:7]=[CH:6][CH:5]=[CH:4][CH:3]=1.[C:29]1([CH3:37])[CH:34]=[CH:33][C:32]([NH:35][NH2:36])=[CH:31][CH:30]=1.C(N(CC)CC)C. The catalyst is C(O)C. The product is [CH2:1]([O:8][C:9]([N:11]1[CH2:16][CH2:15][CH:14]([C:17]2[CH:18]=[C:19]([C:21]3[CH:26]=[CH:25][C:24]([CH3:27])=[CH:23][CH:22]=3)[N:35]([C:32]3[CH:33]=[CH:34][C:29]([CH3:37])=[CH:30][CH:31]=3)[N:36]=2)[CH2:13][CH2:12]1)=[O:10])[C:2]1[CH:7]=[CH:6][CH:5]=[CH:4][CH:3]=1. The yield is 0.340.